Task: Predict which catalyst facilitates the given reaction.. Dataset: Catalyst prediction with 721,799 reactions and 888 catalyst types from USPTO (1) Reactant: [CH3:1][O:2][C:3]([C:5]1[C:14](=[O:15])[NH:13][C:8]2=[N:9][CH:10]=[CH:11][N:12]=[C:7]2[C:6]=1[OH:16])=[O:4].[C:17](Cl)(=[O:21])[CH:18]([CH3:20])[CH3:19]. The catalyst class is: 26. Product: [CH3:1][O:2][C:3]([C:5]1[C:14](=[O:15])[NH:13][C:8]2=[N:9][CH:10]=[CH:11][N:12]=[C:7]2[C:6]=1[O:16][C:17](=[O:21])[CH:18]([CH3:20])[CH3:19])=[O:4]. (2) Product: [OH:10][C:9]1[C:4]([CH:1]([CH3:3])[CH3:2])=[C:5]2[C:6](=[C:7]([CH3:23])[C:8]=1[CH:11]([CH3:13])[CH3:12])[O:14][C:17]([CH3:19])([C:16]([O:21][CH3:22])=[O:20])[CH2:18][CH2:15]2. The catalyst class is: 5. Reactant: [CH:1]([C:4]1[C:5]([CH3:15])=[C:6]([OH:14])[CH:7]=[C:8]([CH:11]([CH3:13])[CH3:12])[C:9]=1[OH:10])([CH3:3])[CH3:2].[C:16]([O:21][CH3:22])(=[O:20])[C:17]([CH3:19])=[CH2:18].[CH2:23]=O.